The task is: Predict which catalyst facilitates the given reaction.. This data is from Catalyst prediction with 721,799 reactions and 888 catalyst types from USPTO. (1) Reactant: Cl.[Cl:2][C:3]1[CH:8]=[CH:7][C:6]([C@@H:9]2[NH:15][CH2:14][C:13]3[CH:16]=[CH:17][C:18]([C:20]([O:22][CH3:23])=[O:21])=[CH:19][C:12]=3[O:11][CH2:10]2)=[CH:5][CH:4]=1.CCN(CC)CC.[N:31]1([C:37](Cl)=[O:38])[CH2:36][CH2:35][O:34][CH2:33][CH2:32]1. Product: [Cl:2][C:3]1[CH:4]=[CH:5][C:6]([C@@H:9]2[N:15]([C:37]([N:31]3[CH2:36][CH2:35][O:34][CH2:33][CH2:32]3)=[O:38])[CH2:14][C:13]3[CH:16]=[CH:17][C:18]([C:20]([O:22][CH3:23])=[O:21])=[CH:19][C:12]=3[O:11][CH2:10]2)=[CH:7][CH:8]=1. The catalyst class is: 23. (2) Reactant: Cl.[C:2]1([C:8]2[CH2:9][CH2:10][NH:11][CH2:12][CH:13]=2)[CH:7]=[CH:6][CH:5]=[CH:4][CH:3]=1.Br[CH2:15][CH2:16][CH2:17][C:18]#[N:19].C(N(C(C)C)CC)(C)C. Product: [C:2]1([C:8]2[CH2:13][CH2:12][N:11]([CH2:15][CH2:16][CH2:17][C:18]#[N:19])[CH2:10][CH:9]=2)[CH:7]=[CH:6][CH:5]=[CH:4][CH:3]=1. The catalyst class is: 35. (3) Reactant: [NH:1]1[C:9]2[C:4](=[CH:5][CH:6]=[C:7]([CH:10]3[CH2:12][CH:11]3[CH:13]=O)[CH:8]=2)[CH:3]=[CH:2]1.[CH3:15][NH:16][CH3:17].C(O[BH-](OC(=O)C)OC(=O)C)(=O)C.[Na+]. Product: [NH:1]1[C:9]2[C:4](=[CH:5][CH:6]=[C:7]([CH:10]3[CH2:12][CH:11]3[CH2:13][N:16]([CH3:17])[CH3:15])[CH:8]=2)[CH:3]=[CH:2]1. The catalyst class is: 5. (4) Reactant: [C:1]([C:5]1[CH:6]=[C:7]([NH:35][C:36]([NH:38][C:39]2[C:48]3[C:43](=[CH:44][CH:45]=[CH:46][CH:47]=3)[CH:42]=[CH:41][CH:40]=2)=[O:37])[N:8]([C:10]2[CH:15]=[CH:14][CH:13]=[C:12]([CH2:16][N:17]3[C@H:21]([CH3:22])[C:20](=[O:23])[N:19](CC4C=CC(OC)=CC=4)[S:18]3(=[O:34])=[O:33])[CH:11]=2)[N:9]=1)([CH3:4])([CH3:3])[CH3:2]. Product: [C:1]([C:5]1[CH:6]=[C:7]([NH:35][C:36]([NH:38][C:39]2[C:48]3[C:43](=[CH:44][CH:45]=[CH:46][CH:47]=3)[CH:42]=[CH:41][CH:40]=2)=[O:37])[N:8]([C:10]2[CH:15]=[CH:14][CH:13]=[C:12]([CH2:16][N:17]3[C@H:21]([CH3:22])[C:20](=[O:23])[NH:19][S:18]3(=[O:34])=[O:33])[CH:11]=2)[N:9]=1)([CH3:2])([CH3:3])[CH3:4]. The catalyst class is: 55. (5) Reactant: [Cl:1][C:2]1[CH:15]=[C:14]([C:16]2[CH2:21][CH2:20][C:19](=[O:22])[NH:18][N:17]=2)[CH:13]=[CH:12][C:3]=1[O:4][CH2:5][CH2:6][CH2:7][O:8]C(=O)C.O.[OH-].[Li+].Cl. Product: [Cl:1][C:2]1[CH:15]=[C:14]([C:16]2[CH2:21][CH2:20][C:19](=[O:22])[NH:18][N:17]=2)[CH:13]=[CH:12][C:3]=1[O:4][CH2:5][CH2:6][CH2:7][OH:8]. The catalyst class is: 12.